This data is from CYP2D6 inhibition data for predicting drug metabolism from PubChem BioAssay. The task is: Regression/Classification. Given a drug SMILES string, predict its absorption, distribution, metabolism, or excretion properties. Task type varies by dataset: regression for continuous measurements (e.g., permeability, clearance, half-life) or binary classification for categorical outcomes (e.g., BBB penetration, CYP inhibition). Dataset: cyp2d6_veith. (1) The drug is CS(=O)(=O)N1CCC2(CCN(C(=O)Nc3cccc(C#N)c3)CC2)CC1. The result is 0 (non-inhibitor). (2) The compound is Cc1nc2ccccc2c(=O)n1-n1cnnc1. The result is 0 (non-inhibitor).